This data is from Forward reaction prediction with 1.9M reactions from USPTO patents (1976-2016). The task is: Predict the product of the given reaction. (1) Given the reactants [Cl:1][C:2]1[CH:7]=[CH:6][C:5]([CH:8]([C:21]2[CH:26]=[CH:25][C:24]([Cl:27])=[CH:23][CH:22]=2)[C:9]2[CH:10]=[C:11]3[C:16](=[CH:17][CH:18]=2)[N:15]=[C:14]([OH:19])[CH:13]=[C:12]3Br)=[CH:4][CH:3]=1.[NH2:28][CH:29]1[CH2:34][CH2:33][N:32]([C:35]([O:37][C:38]([CH3:41])([CH3:40])[CH3:39])=[O:36])[CH2:31][CH2:30]1.C([O-])([O-])=O.[Cs+].[Cs+], predict the reaction product. The product is: [Cl:1][C:2]1[CH:7]=[CH:6][C:5]([CH:8]([C:21]2[CH:26]=[CH:25][C:24]([Cl:27])=[CH:23][CH:22]=2)[C:9]2[CH:10]=[C:11]3[C:16](=[CH:17][CH:18]=2)[N:15]=[C:14]([OH:19])[CH:13]=[C:12]3[NH:28][CH:29]2[CH2:30][CH2:31][N:32]([C:35]([O:37][C:38]([CH3:41])([CH3:40])[CH3:39])=[O:36])[CH2:33][CH2:34]2)=[CH:4][CH:3]=1. (2) Given the reactants [F:1][C:2]1[CH:7]=[CH:6][CH:5]=[C:4]([F:8])[C:3]=1[S:9]([NH:12][C:13]1[C:14]([F:44])=[C:15]([C:19]2[N:20]=[C:21]([CH:31]3[CH2:36][CH2:35][N:34](C(OC(C)(C)C)=O)[CH2:33][CH2:32]3)[S:22][C:23]=2[C:24]2[CH:29]=[CH:28][N:27]=[C:26]([CH3:30])[N:25]=2)[CH:16]=[CH:17][CH:18]=1)(=[O:11])=[O:10].C(O)(C(F)(F)F)=O, predict the reaction product. The product is: [F:1][C:2]1[CH:7]=[CH:6][CH:5]=[C:4]([F:8])[C:3]=1[S:9]([NH:12][C:13]1[CH:18]=[CH:17][CH:16]=[C:15]([C:19]2[N:20]=[C:21]([CH:31]3[CH2:36][CH2:35][NH:34][CH2:33][CH2:32]3)[S:22][C:23]=2[C:24]2[CH:29]=[CH:28][N:27]=[C:26]([CH3:30])[N:25]=2)[C:14]=1[F:44])(=[O:10])=[O:11]. (3) Given the reactants [NH2:1][C:2]([C:4]1[C:5]([F:17])=[C:6]([CH:13]=[CH:14][C:15]=1[F:16])[O:7][CH2:8][C:9]([O:11]C)=[O:10])=[O:3].[OH-].[Na+], predict the reaction product. The product is: [NH2:1][C:2]([C:4]1[C:5]([F:17])=[C:6]([CH:13]=[CH:14][C:15]=1[F:16])[O:7][CH2:8][C:9]([OH:11])=[O:10])=[O:3].